Dataset: Peptide-MHC class I binding affinity with 185,985 pairs from IEDB/IMGT. Task: Regression. Given a peptide amino acid sequence and an MHC pseudo amino acid sequence, predict their binding affinity value. This is MHC class I binding data. (1) The peptide sequence is CHATLTHRL. The MHC is HLA-A69:01 with pseudo-sequence HLA-A69:01. The binding affinity (normalized) is 0.0847. (2) The peptide sequence is MPRLSRNAA. The MHC is HLA-B08:02 with pseudo-sequence HLA-B08:02. The binding affinity (normalized) is 0.0847. (3) The MHC is HLA-B40:01 with pseudo-sequence HLA-B40:01. The binding affinity (normalized) is 0.0847. The peptide sequence is TRSFTTHFL.